From a dataset of Reaction yield outcomes from USPTO patents with 853,638 reactions. Predict the reaction yield, written as a fraction of the theoretical maximum amount of product (1.0 means a 100% yield; for example, 0.34 means a 34% yield). The reactants are Br[C:2]1[CH:7]=[CH:6][C:5]([NH:8][C:9]#[N:10])=[C:4]([O:11][CH3:12])[CH:3]=1.[CH3:13][N:14]1[C:18]([C:19]#[N:20])=[CH:17][CH:16]=[C:15]1B(O)O.C(=O)([O-])[O-].[K+].[K+].C(P(C(C)(C)C)C(C)(C)C)(C)(C)C.[Br-]. The catalyst is C1COCC1. The product is [C:19]([C:18]1[N:14]([CH3:13])[C:15]([C:2]2[CH:7]=[CH:6][C:5]([NH:8][C:9]#[N:10])=[C:4]([O:11][CH3:12])[CH:3]=2)=[CH:16][CH:17]=1)#[N:20]. The yield is 0.160.